From a dataset of Forward reaction prediction with 1.9M reactions from USPTO patents (1976-2016). Predict the product of the given reaction. (1) Given the reactants [C:1]1([C:7]2([CH2:12][CH2:13][OH:14])[CH2:11][CH2:10][NH:9][CH2:8]2)[CH:6]=[CH:5][CH:4]=[CH:3][CH:2]=1.[OH-].[Na+].[C:17](O[C:17]([O:19][C:20]([CH3:23])([CH3:22])[CH3:21])=[O:18])([O:19][C:20]([CH3:23])([CH3:22])[CH3:21])=[O:18].ClCCl, predict the reaction product. The product is: [C:20]([O:19][C:17]([N:9]1[CH2:10][CH2:11][C:7]([C:1]2[CH:2]=[CH:3][CH:4]=[CH:5][CH:6]=2)([CH2:12][CH2:13][OH:14])[CH2:8]1)=[O:18])([CH3:23])([CH3:22])[CH3:21]. (2) Given the reactants [C:1](OC(=O)C)(=[O:3])[CH3:2].[NH2:8][CH2:9][C@H:10]1[O:14][C:13](=[O:15])[N:12]([C:16]2[CH:17]=[C:18]3[C:22](=[C:23]([F:25])[CH:24]=2)[N:21]([CH:26]([CH3:28])[CH3:27])[C:20](=[O:29])[CH2:19]3)[CH2:11]1.C(N(CC)C(C)C)(C)C, predict the reaction product. The product is: [F:25][C:23]1[CH:24]=[C:16]([N:12]2[CH2:11][C@H:10]([CH2:9][NH:8][C:1](=[O:3])[CH3:2])[O:14][C:13]2=[O:15])[CH:17]=[C:18]2[C:22]=1[N:21]([CH:26]([CH3:27])[CH3:28])[C:20](=[O:29])[CH2:19]2.